From a dataset of Peptide-MHC class II binding affinity with 134,281 pairs from IEDB. Regression. Given a peptide amino acid sequence and an MHC pseudo amino acid sequence, predict their binding affinity value. This is MHC class II binding data. (1) The peptide sequence is MKYLAAFLLLGLAGN. The MHC is DRB4_0101 with pseudo-sequence DRB4_0103. The binding affinity (normalized) is 0.358. (2) The peptide sequence is RESLESLWAPFGVLR. The MHC is DRB1_0701 with pseudo-sequence DRB1_0701. The binding affinity (normalized) is 0.379. (3) The peptide sequence is FEAAFNDAIKASTGG. The MHC is DRB1_0901 with pseudo-sequence DRB1_0901. The binding affinity (normalized) is 0.441. (4) The peptide sequence is SSNPTILSEGNSFTA. The MHC is DRB1_1302 with pseudo-sequence DRB1_1302. The binding affinity (normalized) is 0.550. (5) The peptide sequence is EEPDDIDCWCYGVEN. The MHC is HLA-DQA10103-DQB10603 with pseudo-sequence HLA-DQA10103-DQB10603. The binding affinity (normalized) is 0. (6) The peptide sequence is RLVAKLFKDYSSVVRPVED. The binding affinity (normalized) is 0.522. The MHC is DRB1_0301 with pseudo-sequence DRB1_0301. (7) The peptide sequence is MKEGRYEVRAELPGV. The MHC is DRB1_0405 with pseudo-sequence DRB1_0405. The binding affinity (normalized) is 0.139. (8) The peptide sequence is SVLLVVALFAVFLGS. The MHC is HLA-DQA10401-DQB10402 with pseudo-sequence HLA-DQA10401-DQB10402. The binding affinity (normalized) is 0.242.